This data is from Buchwald-Hartwig C-N cross coupling reaction yields with 55,370 reactions. The task is: Predict the reaction yield, written as a fraction of the theoretical maximum amount of product (1.0 means a 100% yield; for example, 0.34 means a 34% yield). (1) No catalyst specified. The yield is 0.465. The reactants are Brc1cccnc1.Cc1ccc(N)cc1.O=S(=O)(O[Pd]1c2ccccc2-c2ccccc2N~1)C(F)(F)F.CC(C)c1cc(C(C)C)c(-c2ccccc2P(C(C)(C)C)C(C)(C)C)c(C(C)C)c1.CN(C)C(=NC(C)(C)C)N(C)C.COC(=O)c1ccno1. The product is Cc1ccc(Nc2cccnc2)cc1. (2) The yield is 0.00316. The reactants are COc1ccc(Cl)cc1.Cc1ccc(N)cc1.O=S(=O)(O[Pd]1c2ccccc2-c2ccccc2N~1)C(F)(F)F.COc1ccc(OC)c(P([C@]23C[C@H]4C[C@H](C[C@H](C4)C2)C3)[C@]23C[C@H]4C[C@H](C[C@H](C4)C2)C3)c1-c1c(C(C)C)cc(C(C)C)cc1C(C)C.CN(C)C(=NC(C)(C)C)N(C)C.CCOC(=O)c1cc(C)on1. The product is COc1ccc(Nc2ccc(C)cc2)cc1. No catalyst specified. (3) The yield is 0.560. The product is Cc1ccc(Nc2cccnc2)cc1. The reactants are Ic1cccnc1.Cc1ccc(N)cc1.O=S(=O)(O[Pd]1c2ccccc2-c2ccccc2N~1)C(F)(F)F.COc1ccc(OC)c(P([C@]23C[C@H]4C[C@H](C[C@H](C4)C2)C3)[C@]23C[C@H]4C[C@H](C[C@H](C4)C2)C3)c1-c1c(C(C)C)cc(C(C)C)cc1C(C)C.CCN=P(N=P(N(C)C)(N(C)C)N(C)C)(N(C)C)N(C)C.CCOC(=O)c1cc(C)on1. No catalyst specified. (4) The reactants are COc1ccc(I)cc1.Cc1ccc(N)cc1.O=S(=O)(O[Pd]1c2ccccc2-c2ccccc2N~1)C(F)(F)F.CC(C)c1cc(C(C)C)c(-c2ccccc2P(C2CCCCC2)C2CCCCC2)c(C(C)C)c1.CCN=P(N=P(N(C)C)(N(C)C)N(C)C)(N(C)C)N(C)C.CCOC(=O)c1cc(C)on1. No catalyst specified. The product is COc1ccc(Nc2ccc(C)cc2)cc1. The yield is 0.200. (5) The reactants are Ic1cccnc1.Cc1ccc(N)cc1.O=S(=O)(O[Pd]1c2ccccc2-c2ccccc2N~1)C(F)(F)F.COc1ccc(OC)c(P(C(C)(C)C)C(C)(C)C)c1-c1c(C(C)C)cc(C(C)C)cc1C(C)C.CN(C)C(=NC(C)(C)C)N(C)C.CCOC(=O)c1cc(OC)no1. The product is Cc1ccc(Nc2cccnc2)cc1. The yield is 0.655. No catalyst specified. (6) The reactants are CCc1ccc(Br)cc1.Cc1ccc(N)cc1.O=S(=O)(O[Pd]1c2ccccc2-c2ccccc2N~1)C(F)(F)F.COc1ccc(OC)c(P([C@]23C[C@H]4C[C@H](C[C@H](C4)C2)C3)[C@]23C[C@H]4C[C@H](C[C@H](C4)C2)C3)c1-c1c(C(C)C)cc(C(C)C)cc1C(C)C.CN(C)C(=NC(C)(C)C)N(C)C.CCOC(=O)c1cc(C)no1. No catalyst specified. The product is CCc1ccc(Nc2ccc(C)cc2)cc1. The yield is 0.398. (7) The reactants are FC(F)(F)c1ccc(Cl)cc1.Cc1ccc(N)cc1.O=S(=O)(O[Pd]1c2ccccc2-c2ccccc2N~1)C(F)(F)F.CC(C)c1cc(C(C)C)c(-c2ccccc2P(C(C)(C)C)C(C)(C)C)c(C(C)C)c1.CN1CCCN2CCCN=C12.Cc1cc(-c2ccccc2)on1. No catalyst specified. The product is Cc1ccc(Nc2ccc(C(F)(F)F)cc2)cc1. The yield is 0.339. (8) The reactants are COc1ccc(Cl)cc1.Cc1ccc(N)cc1.O=S(=O)(O[Pd]1c2ccccc2-c2ccccc2N~1)C(F)(F)F.COc1ccc(OC)c(P(C(C)(C)C)C(C)(C)C)c1-c1c(C(C)C)cc(C(C)C)cc1C(C)C.CCN=P(N=P(N(C)C)(N(C)C)N(C)C)(N(C)C)N(C)C.CCOC(=O)c1cc(C)on1. No catalyst specified. The product is COc1ccc(Nc2ccc(C)cc2)cc1. The yield is 0.00297. (9) The yield is 0.270. No catalyst specified. The product is Cc1ccc(Nc2ccc(C(F)(F)F)cc2)cc1. The reactants are FC(F)(F)c1ccc(I)cc1.Cc1ccc(N)cc1.O=S(=O)(O[Pd]1c2ccccc2-c2ccccc2N~1)C(F)(F)F.CC(C)c1cc(C(C)C)c(-c2ccccc2P(C2CCCCC2)C2CCCCC2)c(C(C)C)c1.CN(C)C(=NC(C)(C)C)N(C)C.COC(=O)c1cc(-c2ccco2)on1.